This data is from Catalyst prediction with 721,799 reactions and 888 catalyst types from USPTO. The task is: Predict which catalyst facilitates the given reaction. Reactant: CN(C(ON1N=NC2C=CC=CC1=2)=[N+](C)C)C.[B-](F)(F)(F)F.CCN(C(C)C)C(C)C.[C:32]([C:34]1[C:35]([N:46]2[CH2:51][CH2:50][CH:49]([C:52](O)=[O:53])[CH2:48][CH2:47]2)=[N:36][C:37]([CH3:45])=[C:38]([C:40]([O:42][CH2:43][CH3:44])=[O:41])[CH:39]=1)#[N:33].[CH3:55][C:56]1[CH:61]=[CH:60][C:59]([CH2:62][S:63]([NH2:66])(=[O:65])=[O:64])=[CH:58][CH:57]=1. Product: [C:32]([C:34]1[C:35]([N:46]2[CH2:51][CH2:50][CH:49]([C:52]([NH:66][S:63]([CH2:62][C:59]3[CH:60]=[CH:61][C:56]([CH3:55])=[CH:57][CH:58]=3)(=[O:64])=[O:65])=[O:53])[CH2:48][CH2:47]2)=[N:36][C:37]([CH3:45])=[C:38]([CH:39]=1)[C:40]([O:42][CH2:43][CH3:44])=[O:41])#[N:33]. The catalyst class is: 2.